Dataset: Reaction yield outcomes from USPTO patents with 853,638 reactions. Task: Predict the reaction yield, written as a fraction of the theoretical maximum amount of product (1.0 means a 100% yield; for example, 0.34 means a 34% yield). (1) The reactants are C(OC([N:8]1[CH2:13][CH2:12][N:11]([C:14]2[S:15][C:16]([S:19]([C:22]3[CH:27]=[CH:26][CH:25]=[CH:24][N:23]=3)(=[O:21])=[O:20])=[CH:17][N:18]=2)[CH2:10][CH2:9]1)=O)(C)(C)C.[ClH:28]. No catalyst specified. The product is [ClH:28].[N:23]1[CH:24]=[CH:25][CH:26]=[CH:27][C:22]=1[S:19]([C:16]1[S:15][C:14]([N:11]2[CH2:10][CH2:9][NH:8][CH2:13][CH2:12]2)=[N:18][CH:17]=1)(=[O:20])=[O:21]. The yield is 0.990. (2) The yield is 0.880. The catalyst is N1C=CC=CC=1. The reactants are [O:1]1[C:6]2[CH:7]=[CH:8][C:9]([C:11](=[O:17])[CH2:12][CH2:13][C:14]([OH:16])=[O:15])=[CH:10][C:5]=2[O:4][CH2:3][CH2:2]1.Cl.N[CH2:20][CH2:21][CH2:22][C:23]([O:25][CH3:26])=[O:24].CC[N:29]=C=NCCCN(C)C.Cl. The product is [O:1]1[C:6]2[CH:7]=[CH:8][C:9]([C:11](=[O:17])[CH2:12][CH2:13][C:14]([OH:16])=[O:15])=[CH:10][C:5]=2[O:4][CH2:3][CH2:2]1.[CH3:26][O:25][C:23](=[O:24])[CH:22]([NH2:29])[CH2:21][CH3:20]. (3) The reactants are Br[C:2]1[CH:41]=[CH:40][C:5]([CH2:6][CH:7]([NH:30][S:31]([C:34]2[CH:39]=[CH:38][CH:37]=[CH:36][N:35]=2)(=[O:33])=[O:32])[C:8]2[N:13]=[C:12]([N:14]([CH2:22][C:23]([O:25][C:26]([CH3:29])([CH3:28])[CH3:27])=[O:24])[C:15]([O:17][C:18]([CH3:21])([CH3:20])[CH3:19])=[O:16])[CH:11]=[CH:10][CH:9]=2)=[CH:4][CH:3]=1.Br[C:43]1[CH:44]=[C:45]([O:49][CH2:50][CH3:51])[CH:46]=[CH:47][CH:48]=1.C(OC1C=CC=CC=1B(O)O)C.C(=O)([O-])[O-].[Na+].[Na+]. The catalyst is C1C=CC([P]([Pd]([P](C2C=CC=CC=2)(C2C=CC=CC=2)C2C=CC=CC=2)([P](C2C=CC=CC=2)(C2C=CC=CC=2)C2C=CC=CC=2)[P](C2C=CC=CC=2)(C2C=CC=CC=2)C2C=CC=CC=2)(C2C=CC=CC=2)C2C=CC=CC=2)=CC=1. The product is [C:18]([O:17][C:15]([N:14]([CH2:22][C:23]([O:25][C:26]([CH3:29])([CH3:27])[CH3:28])=[O:24])[C:12]1[CH:11]=[CH:10][CH:9]=[C:8]([CH:7]([CH2:6][C:5]2[CH:4]=[CH:3][C:2]([C:44]3[CH:43]=[CH:48][CH:47]=[CH:46][C:45]=3[O:49][CH2:50][CH3:51])=[CH:41][CH:40]=2)[NH:30][S:31]([C:34]2[CH:39]=[CH:38][CH:37]=[CH:36][N:35]=2)(=[O:32])=[O:33])[N:13]=1)=[O:16])([CH3:19])([CH3:21])[CH3:20]. The yield is 0.990. (4) The reactants are [NH:1]1[C:9]2[C:4](=[CH:5][CH:6]=[CH:7][CH:8]=2)[C:3]([CH2:10][CH2:11][C:12]([N:14]2[CH2:19][CH:18]3[CH:16]([C:17]3([C:21]3[CH:22]=[C:23]([NH:27][S:28]([CH3:31])(=[O:30])=[O:29])[CH:24]=[CH:25][CH:26]=3)[CH3:20])[CH2:15]2)=O)=[CH:2]1.[H-].[Al+3].[Li+].[H-].[H-].[H-].O.C(=O)([O-])O.[Na+]. The catalyst is O1CCCC1.C(OCC)(=O)C. The product is [NH:1]1[C:9]2[C:4](=[CH:5][CH:6]=[CH:7][CH:8]=2)[C:3]([CH2:10][CH2:11][CH2:12][N:14]2[CH2:15][CH:16]3[CH:18]([C:17]3([C:21]3[CH:22]=[C:23]([NH:27][S:28]([CH3:31])(=[O:29])=[O:30])[CH:24]=[CH:25][CH:26]=3)[CH3:20])[CH2:19]2)=[CH:2]1. The yield is 0.500. (5) The reactants are [F:1][C:2]([F:7])([CH3:6])[C:3](O)=[O:4].C(N(C(C)C)CC)(C)C.C(Cl)(=O)OCC(C)C.[F:25][C:26]1[CH:31]=[C:30]([S:32]([CH3:35])(=[O:34])=[O:33])[C:29]([F:36])=[CH:28][C:27]=1[NH:37][C@H:38]1[CH2:43][CH2:42][CH2:41][N:40]([CH:44]2[CH2:49][CH2:48][N:47]([C:50](=[NH:53])[NH:51]O)[CH2:46][CH2:45]2)[C:39]1=[O:54]. The catalyst is O1CCOCC1.O. The product is [F:25][C:26]1[CH:31]=[C:30]([S:32]([CH3:35])(=[O:33])=[O:34])[C:29]([F:36])=[CH:28][C:27]=1[NH:37][C@H:38]1[CH2:43][CH2:42][CH2:41][N:40]([CH:44]2[CH2:45][CH2:46][N:47]([C:50]3[N:51]=[C:3]([C:2]([F:7])([F:1])[CH3:6])[O:4][N:53]=3)[CH2:48][CH2:49]2)[C:39]1=[O:54]. The yield is 0.160. (6) The reactants are [H-].[Na+].[Cl:3][C:4]1[CH:9]=[C:8]([F:10])[CH:7]=[CH:6][C:5]=1/[C:11](/[C:14]1[C:19](F)=[C:18]([C:21]2[CH:22]=[N:23][CH:24]=[N:25][CH:26]=2)[CH:17]=[CH:16][N:15]=1)=[N:12]/[OH:13]. The catalyst is C1COCC1.CN(C=O)C.C(Cl)Cl. The product is [Cl:3][C:4]1[CH:9]=[C:8]([F:10])[CH:7]=[CH:6][C:5]=1[C:11]1[C:14]2=[N:15][CH:16]=[CH:17][C:18]([C:21]3[CH:22]=[N:23][CH:24]=[N:25][CH:26]=3)=[C:19]2[O:13][N:12]=1. The yield is 0.339. (7) The reactants are [NH3:1].[CH2:2]([OH:9])[C:3]1[CH:8]=[CH:7][CH:6]=[CH:5][CH:4]=1. The catalyst is C1(C)C=CC=CC=1. The product is [CH2:2]([NH2:1])[C:3]1[CH:8]=[CH:7][CH:6]=[CH:5][CH:4]=1.[CH:2](=[N:1][CH2:2][C:3]1[CH:8]=[CH:7][CH:6]=[CH:5][CH:4]=1)[C:3]1[CH:8]=[CH:7][CH:6]=[CH:5][CH:4]=1.[CH2:2]([OH:9])[C:3]1[CH:8]=[CH:7][CH:6]=[CH:5][CH:4]=1. The yield is 0.646.